Dataset: Peptide-MHC class I binding affinity with 185,985 pairs from IEDB/IMGT. Task: Regression. Given a peptide amino acid sequence and an MHC pseudo amino acid sequence, predict their binding affinity value. This is MHC class I binding data. (1) The peptide sequence is VPYCNYTRFW. The MHC is HLA-B07:02 with pseudo-sequence HLA-B07:02. The binding affinity (normalized) is 0.245. (2) The peptide sequence is ETIQVTISSY. The MHC is HLA-A26:01 with pseudo-sequence HLA-A26:01. The binding affinity (normalized) is 0.786. (3) The peptide sequence is RKRLMSMVK. The MHC is HLA-A02:06 with pseudo-sequence HLA-A02:06. The binding affinity (normalized) is 0.0847. (4) The peptide sequence is RGEFLYCKMNW. The MHC is Mamu-B52 with pseudo-sequence Mamu-B52. The binding affinity (normalized) is 0.648. (5) The peptide sequence is HAETESATL. The MHC is HLA-B48:01 with pseudo-sequence HLA-B48:01. The binding affinity (normalized) is 0.0847. (6) The peptide sequence is EPIVGAETF. The MHC is HLA-B27:05 with pseudo-sequence HLA-B27:05. The binding affinity (normalized) is 0.0847. (7) The MHC is HLA-B08:01 with pseudo-sequence HLA-B08:01. The binding affinity (normalized) is 0.455. The peptide sequence is YVIKVSARV. (8) The peptide sequence is FVTLDGQQF. The MHC is HLA-B15:01 with pseudo-sequence HLA-B15:01. The binding affinity (normalized) is 0. (9) The peptide sequence is LYEASTTYL. The MHC is HLA-B40:01 with pseudo-sequence HLA-B40:01. The binding affinity (normalized) is 0.213.